This data is from Full USPTO retrosynthesis dataset with 1.9M reactions from patents (1976-2016). The task is: Predict the reactants needed to synthesize the given product. (1) Given the product [F:53][C:54]([F:59])([F:58])[C:55]([OH:57])=[O:56].[CH3:50][O:49][C:46]1[CH:45]=[CH:44][C:43]([S:40]([N:31]2[C:32]3[CH:37]=[CH:36][C:35]([C:38]#[N:39])=[CH:34][C:33]=3[N:29]([CH:22]([C:23]3[CH:24]=[CH:25][CH:26]=[CH:27][CH:28]=3)[C:21](=[O:52])[N:18]3[CH2:17][CH2:16][CH:15]([NH:14][CH:11]4[CH2:10][CH2:9][NH:8][CH2:13][CH2:12]4)[CH2:20][CH2:19]3)[C:30]2=[O:51])(=[O:41])=[O:42])=[CH:48][CH:47]=1, predict the reactants needed to synthesize it. The reactants are: C(OC([N:8]1[CH2:13][CH2:12][CH:11]([NH:14][CH:15]2[CH2:20][CH2:19][N:18]([C:21](=[O:52])[CH:22]([N:29]3[C:33]4[CH:34]=[C:35]([C:38]#[N:39])[CH:36]=[CH:37][C:32]=4[N:31]([S:40]([C:43]4[CH:48]=[CH:47][C:46]([O:49][CH3:50])=[CH:45][CH:44]=4)(=[O:42])=[O:41])[C:30]3=[O:51])[C:23]3[CH:28]=[CH:27][CH:26]=[CH:25][CH:24]=3)[CH2:17][CH2:16]2)[CH2:10][CH2:9]1)=O)(C)(C)C.[F:53][C:54]([F:59])([F:58])[C:55]([OH:57])=[O:56]. (2) Given the product [CH3:1][O:2][C:3](=[O:28])[C@@H:4]([N:15]([CH2:16][CH:17]([NH:19][C:20]1[CH:25]=[CH:24][C:23]([Cl:26])=[C:22]([Cl:27])[CH:21]=1)[CH3:18])[C:42](=[O:43])[CH2:41][CH:40]([O:45][CH3:46])[O:39][CH3:38])[CH2:5][CH2:6][O:7][CH2:8][C:9]1[CH:10]=[CH:11][CH:12]=[CH:13][CH:14]=1, predict the reactants needed to synthesize it. The reactants are: [CH3:1][O:2][C:3](=[O:28])[C@@H:4]([NH:15][CH2:16][CH:17]([NH:19][C:20]1[CH:25]=[CH:24][C:23]([Cl:26])=[C:22]([Cl:27])[CH:21]=1)[CH3:18])[CH2:5][CH2:6][O:7][CH2:8][C:9]1[CH:14]=[CH:13][CH:12]=[CH:11][CH:10]=1.[I-].ClC1C=CC=C[N+]=1C.[CH3:38][O:39][CH:40]([O:45][CH3:46])[CH2:41][C:42](O)=[O:43].C(N(CCCC)CCCC)CCC. (3) Given the product [F:15][C:16]1[CH:21]=[CH:20][C:19]([NH:22][C:23]2[O:14][C:3]3[C:4]([F:13])=[C:5]([CH2:8][C:9]([O:11][CH3:12])=[O:10])[CH:6]=[CH:7][C:2]=3[N:1]=2)=[C:18]([CH3:25])[CH:17]=1, predict the reactants needed to synthesize it. The reactants are: [NH2:1][C:2]1[CH:7]=[CH:6][C:5]([CH2:8][C:9]([O:11][CH3:12])=[O:10])=[C:4]([F:13])[C:3]=1[OH:14].[F:15][C:16]1[CH:21]=[CH:20][C:19]([N:22]=[C:23]=S)=[C:18]([CH3:25])[CH:17]=1. (4) Given the product [C:48]([O:47][C:44]1[CH:43]=[CH:42][C:41]([CH2:40][C@H:36]([NH:35][C:33](=[O:34])[O:32][CH2:31][CH:29]2[C:30]3[CH:18]=[CH:19][CH:20]=[CH:21][C:22]=3[C:23]3[C:28]2=[CH:27][CH:26]=[CH:25][CH:24]=3)[C:37]([N:6]([CH2:5][CH:4]([O:3][CH2:1][CH3:2])[O:15][CH2:16][CH3:17])[C@@H:7]([C:9]2[CH:14]=[CH:13][CH:12]=[CH:11][CH:10]=2)[CH3:8])=[O:38])=[CH:46][CH:45]=1)([CH3:51])([CH3:49])[CH3:50], predict the reactants needed to synthesize it. The reactants are: [CH2:1]([O:3][CH:4]([O:15][CH2:16][CH3:17])[CH2:5][NH:6][C@@H:7]([C:9]1[CH:14]=[CH:13][CH:12]=[CH:11][CH:10]=1)[CH3:8])[CH3:2].[CH:18]1[C:30]2[CH:29]([CH2:31][O:32][C:33]([NH:35][C@@H:36]([CH2:40][C:41]3[CH:46]=[CH:45][C:44]([O:47][C:48]([CH3:51])([CH3:50])[CH3:49])=[CH:43][CH:42]=3)[C:37](O)=[O:38])=[O:34])[C:28]3[C:23](=[CH:24][CH:25]=[CH:26][CH:27]=3)[C:22]=2[CH:21]=[CH:20][CH:19]=1. (5) Given the product [Cl:1][C:2]1[CH:3]=[CH:4][C:5]([O:22][CH2:23][C:24]2[CH:29]=[CH:28][C:27]([F:30])=[CH:26][C:25]=2[F:31])=[C:6]([C:8]2[CH2:12][CH2:11][CH2:10][C:9]=2[C:13]2[N:18]=[C:17]([C:19]([NH:41][S:38]([C:32]3[CH:37]=[CH:36][CH:35]=[CH:34][CH:33]=3)(=[O:40])=[O:39])=[O:20])[CH:16]=[CH:15][CH:14]=2)[CH:7]=1, predict the reactants needed to synthesize it. The reactants are: [Cl:1][C:2]1[CH:3]=[CH:4][C:5]([O:22][CH2:23][C:24]2[CH:29]=[CH:28][C:27]([F:30])=[CH:26][C:25]=2[F:31])=[C:6]([C:8]2[CH2:12][CH2:11][CH2:10][C:9]=2[C:13]2[N:18]=[C:17]([C:19](O)=[O:20])[CH:16]=[CH:15][CH:14]=2)[CH:7]=1.[C:32]1([S:38]([NH2:41])(=[O:40])=[O:39])[CH:37]=[CH:36][CH:35]=[CH:34][CH:33]=1.Cl.CN(C)CCCN=C=NCC.ClCCl.O1CCCC1. (6) Given the product [CH3:25][O:26][CH2:27][CH2:28][O:29][C:2]1[CH:7]=[CH:6][CH:5]=[C:4]([C:8]([F:11])([F:10])[F:9])[C:3]=1[C:12]1[CH:21]=[C:20]2[C:15]([C:16]([NH:23][CH3:24])=[N:17][C:18]([NH2:22])=[N:19]2)=[CH:14][CH:13]=1, predict the reactants needed to synthesize it. The reactants are: F[C:2]1[CH:7]=[CH:6][CH:5]=[C:4]([C:8]([F:11])([F:10])[F:9])[C:3]=1[C:12]1[CH:21]=[C:20]2[C:15]([C:16]([NH:23][CH3:24])=[N:17][C:18]([NH2:22])=[N:19]2)=[CH:14][CH:13]=1.[CH3:25][O:26][CH2:27][CH2:28][OH:29].